Dataset: Forward reaction prediction with 1.9M reactions from USPTO patents (1976-2016). Task: Predict the product of the given reaction. (1) Given the reactants [CH2:1]([C@@:4]1([C:20]2[CH:25]=[CH:24][C:23]([F:26])=[CH:22][CH:21]=2)[O:9][C:8](=[O:10])[N:7]([C@H:11]([C:13]2[CH:18]=[CH:17][C:16]([Br:19])=[CH:15][CH:14]=2)[CH3:12])[CH2:6][CH2:5]1)[CH:2]=[CH2:3].B.C1C[O:31]CC1.[OH-].[Na+].OO.Cl, predict the reaction product. The product is: [Br:19][C:16]1[CH:17]=[CH:18][C:13]([C@@H:11]([N:7]2[CH2:6][CH2:5][C@@:4]([C:20]3[CH:21]=[CH:22][C:23]([F:26])=[CH:24][CH:25]=3)([CH2:1][CH2:2][CH2:3][OH:31])[O:9][C:8]2=[O:10])[CH3:12])=[CH:14][CH:15]=1. (2) Given the reactants Br[C:2]1[CH:3]=[CH:4][C:5]([CH2:20][CH3:21])=[C:6]([CH:8]2[C:13](=[O:14])[C:12]([CH3:16])([CH3:15])[O:11][C:10]([CH3:18])([CH3:17])[C:9]2=[O:19])[CH:7]=1.[Cl:22][C:23]1[CH:28]=[CH:27][C:26]([OH:29])=[CH:25][CH:24]=1.N1C2C(=CC=C3C=2N=CC=C3)C=CC=1.P([O-])([O-])([O-])=O.[K+].[K+].[K+].Cl, predict the reaction product. The product is: [Cl:22][C:23]1[CH:28]=[CH:27][C:26]([O:29][C:2]2[CH:3]=[CH:4][C:5]([CH2:20][CH3:21])=[C:6]([CH:8]3[C:13](=[O:14])[C:12]([CH3:16])([CH3:15])[O:11][C:10]([CH3:18])([CH3:17])[C:9]3=[O:19])[CH:7]=2)=[CH:25][CH:24]=1. (3) The product is: [CH2:11]([N:13]1[CH2:18][CH2:17][N:16]([C:2]2[CH:7]=[C:6]([N+:8]([O-:10])=[O:9])[CH:5]=[CH:4][N:3]=2)[CH2:15][CH2:14]1)[CH3:12]. Given the reactants Cl[C:2]1[CH:7]=[C:6]([N+:8]([O-:10])=[O:9])[CH:5]=[CH:4][N:3]=1.[CH2:11]([N:13]1[CH2:18][CH2:17][NH:16][CH2:15][CH2:14]1)[CH3:12].C(N(CC)C(C)C)(C)C, predict the reaction product. (4) Given the reactants Br[CH2:2][C:3]([C:5]1[CH:10]=[C:9]([Cl:11])[CH:8]=[CH:7][C:6]=1[Cl:12])=O.[NH:13]([C:15](=[S:17])[NH2:16])[NH2:14], predict the reaction product. The product is: [Cl:12][C:6]1[CH:7]=[CH:8][C:9]([Cl:11])=[CH:10][C:5]=1[C:3]1[N:16]=[C:15]([NH:13][NH2:14])[S:17][CH:2]=1. (5) Given the reactants [CH:1]1([CH2:4][O:5][C:6]2[N:11]=[C:10]([C:12]([OH:14])=O)[CH:9]=[CH:8][C:7]=2[CH:15]2[CH2:20][CH2:19][O:18][CH2:17][CH2:16]2)[CH2:3][CH2:2]1.[CH:21]1([CH2:24][C@H:25]([NH2:31])[C:26]2[S:27][CH:28]=[CH:29][N:30]=2)[CH2:23][CH2:22]1, predict the reaction product. The product is: [CH:21]1([CH2:24][C@H:25]([NH:31][C:12]([C:10]2[CH:9]=[CH:8][C:7]([CH:15]3[CH2:20][CH2:19][O:18][CH2:17][CH2:16]3)=[C:6]([O:5][CH2:4][CH:1]3[CH2:2][CH2:3]3)[N:11]=2)=[O:14])[C:26]2[S:27][CH:28]=[CH:29][N:30]=2)[CH2:23][CH2:22]1. (6) Given the reactants C([O:4][C:5](=[O:34])[C:6]1[CH:11]=[CH:10][C:9]([C:12]([F:15])([F:14])[F:13])=[CH:8][C:7]=1[C:16]1[CH:25]=[C:24]2[C:19]([C@H:20]([OH:33])[C@@H:21]([CH2:26][C:27]3[CH:32]=[CH:31][CH:30]=[CH:29][CH:28]=3)[CH2:22][O:23]2)=[CH:18][CH:17]=1)(C)C.O.O.[OH-].[Li+], predict the reaction product. The product is: [CH2:26]([C@@H:21]1[C@@H:20]([OH:33])[C:19]2[C:24](=[CH:25][C:16]([C:7]3[CH:8]=[C:9]([C:12]([F:15])([F:13])[F:14])[CH:10]=[CH:11][C:6]=3[C:5]([OH:34])=[O:4])=[CH:17][CH:18]=2)[O:23][CH2:22]1)[C:27]1[CH:28]=[CH:29][CH:30]=[CH:31][CH:32]=1. (7) Given the reactants Cl[C:2]1[N:7]=[CH:6][C:5]([C:8](=[O:10])[CH3:9])=[CH:4][C:3]=1[N+:11]([O-:13])=[O:12].[NH2:14][C:15]1[CH:20]=[CH:19][C:18]([CH2:21][C@@H:22]([OH:24])[CH3:23])=[CH:17][CH:16]=1, predict the reaction product. The product is: [OH:24][C@@H:22]([CH3:23])[CH2:21][C:18]1[CH:19]=[CH:20][C:15]([NH:14][C:2]2[N:7]=[CH:6][C:5]([C:8](=[O:10])[CH3:9])=[CH:4][C:3]=2[N+:11]([O-:13])=[O:12])=[CH:16][CH:17]=1. (8) Given the reactants [F:1][C:2]([F:21])=[C:3]1[C:12]2[C:7](=[CH:8][CH:9]=[CH:10][CH:11]=2)[N:6](NC(OC(C)(C)C)=O)[CH2:5][CH2:4]1.Cl, predict the reaction product. The product is: [F:21][C:2]([F:1])=[C:3]1[C:12]2[C:7](=[CH:8][CH:9]=[CH:10][CH:11]=2)[NH:6][CH2:5][CH2:4]1.